Dataset: Reaction yield outcomes from USPTO patents with 853,638 reactions. Task: Predict the reaction yield, written as a fraction of the theoretical maximum amount of product (1.0 means a 100% yield; for example, 0.34 means a 34% yield). (1) The reactants are [N-:1]=[N+:2]=[N-:3].[Na+].[NH4+].[Cl-].[O:7]1[C@H:9]([C@H:10]([O:13][CH2:14][C:15]2[CH:20]=[CH:19][CH:18]=[CH:17][CH:16]=2)[CH:11]=[CH2:12])[CH2:8]1. The catalyst is O.CO. The product is [N:1]([CH2:8][C@H:9]([OH:7])[C@H:10]([O:13][CH2:14][C:15]1[CH:20]=[CH:19][CH:18]=[CH:17][CH:16]=1)[CH:11]=[CH2:12])=[N+:2]=[N-:3]. The yield is 0.660. (2) The reactants are Cl.[Br:2][C:3]1[CH:10]=[CH:9][C:6]([CH2:7][NH2:8])=[CH:5][CH:4]=1.[OH-].[Na+].[CH3:13][C:14]([O:17][C:18](O[C:18]([O:17][C:14]([CH3:16])([CH3:15])[CH3:13])=[O:19])=[O:19])([CH3:16])[CH3:15]. The catalyst is O1CCOCC1. The product is [C:14]([O:17][C:18](=[O:19])[NH:8][CH2:7][C:6]1[CH:9]=[CH:10][C:3]([Br:2])=[CH:4][CH:5]=1)([CH3:16])([CH3:15])[CH3:13]. The yield is 0.960. (3) The reactants are [C:1]([C:4]1[CH:9]=[CH:8][C:7]([N:10]2[C:14]([C:15]3[CH:20]=[CH:19][C:18]([N:21]4[CH2:25][CH2:24][O:23][C:22]4=[O:26])=[CH:17][CH:16]=3)=[CH:13][CH:12]=[C:11]2[CH2:27][CH2:28][C:29]([O:31]CC)=[O:30])=[C:6]([CH3:34])[CH:5]=1)(=[O:3])[NH2:2].O.[OH-].[Li+]. The catalyst is C1COCC1.O. The product is [C:1]([C:4]1[CH:9]=[CH:8][C:7]([N:10]2[C:14]([C:15]3[CH:16]=[CH:17][C:18]([N:21]4[CH2:25][CH2:24][O:23][C:22]4=[O:26])=[CH:19][CH:20]=3)=[CH:13][CH:12]=[C:11]2[CH2:27][CH2:28][C:29]([OH:31])=[O:30])=[C:6]([CH3:34])[CH:5]=1)(=[O:3])[NH2:2]. The yield is 0.390.